Dataset: Forward reaction prediction with 1.9M reactions from USPTO patents (1976-2016). Task: Predict the product of the given reaction. (1) Given the reactants [Br:1]N1C(=O)CCC1=O.[CH2:9]([O:11][C:12]1[C:13]([F:33])=[C:14]([CH:27]=[CH:28][C:29]=1[O:30][CH2:31][CH3:32])[CH2:15][N:16]1[C:24](=[O:25])[C:23]2[C:18](=[CH:19][CH:20]=[CH:21][CH:22]=2)[C:17]1=[O:26])[CH3:10], predict the reaction product. The product is: [Br:1][C:27]1[C:14]([CH2:15][N:16]2[C:24](=[O:25])[C:23]3[C:18](=[CH:19][CH:20]=[CH:21][CH:22]=3)[C:17]2=[O:26])=[C:13]([F:33])[C:12]([O:11][CH2:9][CH3:10])=[C:29]([O:30][CH2:31][CH3:32])[CH:28]=1. (2) Given the reactants [CH2:1]([O:3][C:4]([C:6]1[CH:7]=[N:8][N:9]2[C:14]([OH:15])=[C:13]([C:16]([OH:18])=O)[CH:12]=[N:11][C:10]=12)=[O:5])[CH3:2].Cl.[O:20]=[C:21]1[C:34]2[C:29](=[CH:30][CH:31]=[CH:32][CH:33]=2)[C:23]2([CH2:28][CH2:27][NH:26][CH2:25][CH2:24]2)[O:22]1, predict the reaction product. The product is: [CH2:1]([O:3][C:4]([C:6]1[CH:7]=[N:8][N:9]2[C:14]([OH:15])=[C:13]([C:16]([N:26]3[CH2:27][CH2:28][C:23]4([C:29]5[C:34](=[CH:33][CH:32]=[CH:31][CH:30]=5)[C:21](=[O:20])[O:22]4)[CH2:24][CH2:25]3)=[O:18])[CH:12]=[N:11][C:10]=12)=[O:5])[CH3:2]. (3) Given the reactants [Cl:1][C:2]1[CH:11]=[CH:10][C:9]2[C:4](=[CH:5][CH:6]=[C:7]([Cl:22])[C:8]=2[NH:12][C:13](=[O:21])[CH2:14][CH:15]2[CH2:20][CH2:19][CH2:18][CH2:17][CH2:16]2)[N:3]=1.C(=O)([O-])[O-].[K+].[K+].[NH2:29][CH2:30][CH2:31][NH:32][CH2:33][CH2:34][OH:35].[ClH:36], predict the reaction product. The product is: [ClH:1].[ClH:36].[Cl:22][C:7]1[C:8]([NH:12][C:13](=[O:21])[CH2:14][CH:15]2[CH2:20][CH2:19][CH2:18][CH2:17][CH2:16]2)=[C:9]2[C:4](=[CH:5][CH:6]=1)[N:3]=[C:2]([NH:29][CH2:30][CH2:31][NH:32][CH2:33][CH2:34][OH:35])[CH:11]=[CH:10]2. (4) Given the reactants [CH:1]1([C:6]2[CH:11]=[C:10]([N:12]3[CH2:16][CH2:15][CH:14]([NH:17][CH3:18])[CH2:13]3)[N:9]=[C:8]([NH:19]CC3C=CC(OC)=CC=3)[N:7]=2)[CH2:5][CH2:4][CH2:3][CH2:2]1, predict the reaction product. The product is: [CH:1]1([C:6]2[CH:11]=[C:10]([N:12]3[CH2:16][CH2:15][CH:14]([NH:17][CH3:18])[CH2:13]3)[N:9]=[C:8]([NH2:19])[N:7]=2)[CH2:2][CH2:3][CH2:4][CH2:5]1.